Dataset: NCI-60 drug combinations with 297,098 pairs across 59 cell lines. Task: Regression. Given two drug SMILES strings and cell line genomic features, predict the synergy score measuring deviation from expected non-interaction effect. (1) Drug 1: C1=CC(=CC=C1CC(C(=O)O)N)N(CCCl)CCCl.Cl. Drug 2: C1C(C(OC1N2C=NC3=C2NC=NCC3O)CO)O. Cell line: UACC62. Synergy scores: CSS=6.30, Synergy_ZIP=-2.86, Synergy_Bliss=-3.14, Synergy_Loewe=-6.57, Synergy_HSA=-3.37. (2) Drug 1: CCC1=CC2CC(C3=C(CN(C2)C1)C4=CC=CC=C4N3)(C5=C(C=C6C(=C5)C78CCN9C7C(C=CC9)(C(C(C8N6C)(C(=O)OC)O)OC(=O)C)CC)OC)C(=O)OC.C(C(C(=O)O)O)(C(=O)O)O. Drug 2: CC(CN1CC(=O)NC(=O)C1)N2CC(=O)NC(=O)C2. Cell line: NCI-H322M. Synergy scores: CSS=14.9, Synergy_ZIP=-0.352, Synergy_Bliss=2.53, Synergy_Loewe=-16.9, Synergy_HSA=3.38. (3) Drug 1: CCC1=CC2CC(C3=C(CN(C2)C1)C4=CC=CC=C4N3)(C5=C(C=C6C(=C5)C78CCN9C7C(C=CC9)(C(C(C8N6C)(C(=O)OC)O)OC(=O)C)CC)OC)C(=O)OC.C(C(C(=O)O)O)(C(=O)O)O. Drug 2: CC1=CC=C(C=C1)C2=CC(=NN2C3=CC=C(C=C3)S(=O)(=O)N)C(F)(F)F. Cell line: SK-MEL-2. Synergy scores: CSS=43.1, Synergy_ZIP=0.222, Synergy_Bliss=0.488, Synergy_Loewe=-23.1, Synergy_HSA=2.76. (4) Drug 2: CC(C)NC(=O)C1=CC=C(C=C1)CNNC.Cl. Synergy scores: CSS=13.4, Synergy_ZIP=14.5, Synergy_Bliss=12.6, Synergy_Loewe=11.1, Synergy_HSA=11.3. Drug 1: CN(C)N=NC1=C(NC=N1)C(=O)N. Cell line: MOLT-4.